Dataset: Forward reaction prediction with 1.9M reactions from USPTO patents (1976-2016). Task: Predict the product of the given reaction. Given the reactants [NH2:1][CH2:2][CH2:3][NH:4][CH2:5][CH2:6][NH2:7].I[CH2:9][CH2:10][O:11][CH2:12][CH2:13][O:14][CH:15](O)[CH3:16].C[OH:19], predict the reaction product. The product is: [CH2:9]([OH:19])[CH2:10][O:11][CH2:12][CH2:13][O:14][CH2:15][CH2:16][NH:1][CH2:2][CH2:3][NH:4][CH2:5][CH2:6][NH2:7].